This data is from hERG Central: cardiac toxicity at 1µM, 10µM, and general inhibition. The task is: Predict hERG channel inhibition at various concentrations. The drug is O=C(CN1CCN(S(=O)(=O)c2ccc(Cl)cc2)CC1)NCc1cccs1. Results: hERG_inhib (hERG inhibition (general)): blocker.